This data is from Catalyst prediction with 721,799 reactions and 888 catalyst types from USPTO. The task is: Predict which catalyst facilitates the given reaction. (1) The catalyst class is: 57. Product: [Cl:20][C:14]1[CH:15]=[C:16]([F:19])[CH:17]=[CH:18][C:13]=1[CH:11]1[CH2:12][N:8]([C:30]2[CH:35]=[C:34]([Cl:36])[N:33]=[CH:32][N:31]=2)[CH2:9][CH:10]1[NH:21][C:22](=[O:28])[O:23][C:24]([CH3:26])([CH3:25])[CH3:27]. Reactant: C([N:8]1[CH2:12][CH:11]([C:13]2[CH:18]=[CH:17][C:16]([F:19])=[CH:15][C:14]=2[Cl:20])[CH:10]([NH:21][C:22](=[O:28])[O:23][C:24]([CH3:27])([CH3:26])[CH3:25])[CH2:9]1)C1C=CC=CC=1.Cl[C:30]1[CH:35]=[C:34]([Cl:36])[N:33]=[CH:32][N:31]=1. (2) Reactant: [CH2:1]([C:5]1[CH:11]=[CH:10][C:8]([NH2:9])=[CH:7][CH:6]=1)[CH2:2][CH2:3][CH3:4].[ClH:12].[N:13]([O-])=O.[Na+].[C:17]1([NH2:27])[C:26]2[C:21](=[CH:22][CH:23]=[CH:24][CH:25]=2)[CH:20]=[CH:19][CH:18]=1.O.O.O.C([O-])(=O)C.[Na+]. Product: [Cl-:12].[CH2:1]([C:5]1[CH:6]=[CH:7][C:8](/[N:9]=[N:27]/[C:17]2[C:26]3[C:21](=[CH:22][CH:23]=[CH:24][CH:25]=3)[C:20]([NH3+:13])=[CH:19][CH:18]=2)=[CH:10][CH:11]=1)[CH2:2][CH2:3][CH3:4]. The catalyst class is: 378.